From a dataset of Forward reaction prediction with 1.9M reactions from USPTO patents (1976-2016). Predict the product of the given reaction. (1) Given the reactants Cl[C:2]1[N:3]=[CH:4][C:5]2[N:11]([CH3:12])[C:10](=[O:13])[C:9]([F:15])([F:14])[CH2:8][N:7]([CH:16]3[CH2:21][CH2:20][CH2:19][CH2:18][CH2:17]3)[C:6]=2[N:22]=1.O.C1(C)C(S(O)(=O)=O)=CC=CC=1.[NH2:35][C:36]1[CH:49]=[CH:48][C:39]([C:40]([NH:42][CH2:43][CH2:44][N:45]([CH3:47])[CH3:46])=[O:41])=[CH:38][C:37]=1[O:50][CH3:51], predict the reaction product. The product is: [CH:16]1([N:7]2[CH2:8][C:9]([F:15])([F:14])[C:10](=[O:13])[N:11]([CH3:12])[C:5]3[CH:4]=[N:3][C:2]([NH:35][C:36]4[CH:49]=[CH:48][C:39]([C:40]([NH:42][CH2:43][CH2:44][N:45]([CH3:46])[CH3:47])=[O:41])=[CH:38][C:37]=4[O:50][CH3:51])=[N:22][C:6]2=3)[CH2:21][CH2:20][CH2:19][CH2:18][CH2:17]1. (2) The product is: [CH2:22]([C:26]1[N:27]([CH2:33][C:34]2[CH:39]=[CH:38][CH:37]=[CH:36][C:35]=2[Cl:40])[C:28]([C:8]([CH2:9][C:10]2[CH:15]=[CH:14][CH:13]=[CH:12][CH:11]=2)([C:6]([O:5][CH2:4][CH3:3])=[O:7])[C:16]([O:18][CH2:19][CH3:20])=[O:17])=[CH:29][N:30]=1)[CH2:23][CH2:24][CH3:25]. Given the reactants [H-].[Na+].[CH3:3][CH2:4][O:5][C:6]([CH:8]([C:16]([O:18][CH2:19][CH3:20])=[O:17])[CH2:9][C:10]1[CH:15]=[CH:14][CH:13]=[CH:12][CH:11]=1)=[O:7].Cl.[CH2:22]([C:26]1[N:27]([CH2:33][C:34]2[CH:39]=[CH:38][CH:37]=[CH:36][C:35]=2[Cl:40])[C:28](CCl)=[CH:29][N:30]=1)[CH2:23][CH2:24][CH3:25], predict the reaction product. (3) Given the reactants [C:1](=O)([O-])[O-].[Na+].[Na+].CO[C:9]1[CH:14]=[CH:13][C:12]([C:15]2[N:20]=[C:19]([C:21]#[N:22])[CH:18]=[CH:17][CH:16]=2)=[CH:11][C:10]=1[CH:23]1[C:36]2[C:35](=[O:37])[CH2:34][C:33]([CH3:39])([CH3:38])[CH2:32][C:31]=2[O:30][C:29]2[CH2:28][C:27]([CH3:41])([CH3:40])[CH2:26][C:25](=[O:42])[C:24]1=2.Cl.[NH2:44][OH:45].[OH2:46], predict the reaction product. The product is: [OH:45][N:44]=[C:21]([C:19]1[CH:18]=[CH:17][CH:16]=[C:15]([C:12]2[CH:13]=[CH:14][C:9]([O:46][CH3:1])=[C:10]([CH:23]3[C:24]4[C:25](=[O:42])[CH2:26][C:27]([CH3:41])([CH3:40])[CH2:28][C:29]=4[O:30][C:31]4[CH2:32][C:33]([CH3:39])([CH3:38])[CH2:34][C:35](=[O:37])[C:36]3=4)[CH:11]=2)[N:20]=1)[NH2:22]. (4) Given the reactants [Cl:1][C:2]1[CH:13]=[CH:12][C:5]2[C:6](=[O:11])OC(=O)[O:9][C:4]=2[CH:3]=1.[C:14]1([NH2:21])[CH:19]=[CH:18][CH:17]=[C:16]([NH2:20])[CH:15]=1, predict the reaction product. The product is: [NH2:20][C:16]1[CH:15]=[C:14]([NH:21][C:6](=[O:11])[C:5]2[CH:12]=[CH:13][C:2]([Cl:1])=[CH:3][C:4]=2[OH:9])[CH:19]=[CH:18][CH:17]=1. (5) Given the reactants [CH:1]1([C:5](Cl)=[O:6])[CH2:4][CH2:3][CH2:2]1.[OH-].[Na+].[CH:10]1[C:22]2[CH:21]([CH2:23][O:24][C:25]([NH:27][C@@H:28]([CH2:32][CH2:33][NH2:34])[C:29]([OH:31])=[O:30])=[O:26])[C:20]3[C:15](=[CH:16][CH:17]=[CH:18][CH:19]=3)[C:14]=2[CH:13]=[CH:12][CH:11]=1, predict the reaction product. The product is: [CH:19]1[C:20]2[CH:21]([CH2:23][O:24][C:25]([NH:27][C@@H:28]([CH2:32][CH2:33][NH:34][C:5]([CH:1]3[CH2:4][CH2:3][CH2:2]3)=[O:6])[C:29]([OH:31])=[O:30])=[O:26])[C:22]3[C:14](=[CH:13][CH:12]=[CH:11][CH:10]=3)[C:15]=2[CH:16]=[CH:17][CH:18]=1.